Dataset: Forward reaction prediction with 1.9M reactions from USPTO patents (1976-2016). Task: Predict the product of the given reaction. (1) Given the reactants [NH2:1][C:2]1[CH:7]=[CH:6][C:5]([Br:8])=[CH:4][C:3]=1[NH:9][C:10](=O)[C:11]([NH:14][C:15](=[O:24])[O:16][CH2:17][C:18]1[CH:23]=[CH:22][CH:21]=[CH:20][CH:19]=1)([CH3:13])[CH3:12].CC1C=CC(S(O)(=O)=O)=CC=1, predict the reaction product. The product is: [Br:8][C:5]1[CH:6]=[CH:7][C:2]2[NH:1][C:10]([C:11]([NH:14][C:15](=[O:24])[O:16][CH2:17][C:18]3[CH:23]=[CH:22][CH:21]=[CH:20][CH:19]=3)([CH3:13])[CH3:12])=[N:9][C:3]=2[CH:4]=1. (2) Given the reactants [OH-].[Na+].[CH3:3][C:4]1([CH3:20])[CH2:9][C:8]([CH3:11])([CH3:10])[CH2:7][C:6]([CH2:14][C:15]([O:17]CC)=[O:16])([CH:12]=[CH2:13])[CH2:5]1.O.Cl, predict the reaction product. The product is: [CH3:3][C:4]1([CH3:20])[CH2:9][C:8]([CH3:10])([CH3:11])[CH2:7][C:6]([CH2:14][C:15]([OH:17])=[O:16])([CH:12]=[CH2:13])[CH2:5]1. (3) Given the reactants [C:1]1(C2C=CC=CC=2)[C:2]([C:7]([C:9]2[O:10][C:11]3[CH:21]=[CH:20][CH:19]=[CH:18][C:12]=3[C:13]=2[CH2:14][C:15]([OH:17])=[O:16])=O)=[CH:3][CH:4]=[CH:5][CH:6]=1.[BH4-].[Na+].C([SiH]([CH2:35][CH3:36])CC)C.C(O)(C(F)(F)F)=O.[CH2:44]1[CH2:48]O[CH2:46][CH2:45]1, predict the reaction product. The product is: [C:5]1([C:36]2[CH:35]=[CH:46][CH:45]=[CH:44][CH:48]=2)[CH:4]=[CH:3][C:2]([CH2:7][C:9]2[O:10][C:11]3[CH:21]=[CH:20][CH:19]=[CH:18][C:12]=3[C:13]=2[CH2:14][C:15]([OH:17])=[O:16])=[CH:1][CH:6]=1.